Predict the reactants needed to synthesize the given product. From a dataset of Full USPTO retrosynthesis dataset with 1.9M reactions from patents (1976-2016). (1) Given the product [OH:1][C:2]1[CH:10]=[C:9]([C:11]([O-:13])=[O:12])[C:8]([OH:14])=[CH:7][C:3]=1[C:4]([O-:6])=[O:5].[Cs+:19].[Cs+:19], predict the reactants needed to synthesize it. The reactants are: [OH:1][C:2]1[CH:10]=[C:9]([C:11]([OH:13])=[O:12])[C:8]([OH:14])=[CH:7][C:3]=1[C:4]([OH:6])=[O:5].C(=O)([O-])[O-].[Cs+:19].[Cs+].CC(C)=O. (2) Given the product [CH3:1][N:2]1[C:6]2[CH:7]=[CH:8][CH:9]=[CH:10][C:5]=2[N:4]=[C:3]1[SH:11]([CH2:22][C:23]1[NH:24][CH:25]=[C:26]([C:28]2[CH:33]=[CH:32][CH:31]=[CH:30][CH:29]=2)[N:27]=1)[CH3:12], predict the reactants needed to synthesize it. The reactants are: [CH3:1][N:2]1[C:6]2[CH:7]=[CH:8][CH:9]=[CH:10][C:5]=2[NH:4][C:3]1=[S:11].[CH3:12]CN(C(C)C)C(C)C.Cl[CH2:22][C:23]1[N:24](C)[CH:25]=[C:26]([C:28]2[CH:33]=[CH:32][CH:31]=[CH:30][CH:29]=2)[N:27]=1.